From a dataset of NCI-60 drug combinations with 297,098 pairs across 59 cell lines. Regression. Given two drug SMILES strings and cell line genomic features, predict the synergy score measuring deviation from expected non-interaction effect. (1) Drug 1: CC1=C2C(C(=O)C3(C(CC4C(C3C(C(C2(C)C)(CC1OC(=O)C(C(C5=CC=CC=C5)NC(=O)C6=CC=CC=C6)O)O)OC(=O)C7=CC=CC=C7)(CO4)OC(=O)C)O)C)OC(=O)C. Drug 2: B(C(CC(C)C)NC(=O)C(CC1=CC=CC=C1)NC(=O)C2=NC=CN=C2)(O)O. Cell line: LOX IMVI. Synergy scores: CSS=63.8, Synergy_ZIP=-5.63, Synergy_Bliss=-8.91, Synergy_Loewe=-14.8, Synergy_HSA=-7.22. (2) Drug 1: C1=NC2=C(N=C(N=C2N1C3C(C(C(O3)CO)O)O)F)N. Drug 2: CC1=C2C(C(=O)C3(C(CC4C(C3C(C(C2(C)C)(CC1OC(=O)C(C(C5=CC=CC=C5)NC(=O)OC(C)(C)C)O)O)OC(=O)C6=CC=CC=C6)(CO4)OC(=O)C)O)C)O. Cell line: OVCAR-5. Synergy scores: CSS=1.79, Synergy_ZIP=-2.96, Synergy_Bliss=-4.21, Synergy_Loewe=-13.2, Synergy_HSA=-10.3.